This data is from TCR-epitope binding with 47,182 pairs between 192 epitopes and 23,139 TCRs. The task is: Binary Classification. Given a T-cell receptor sequence (or CDR3 region) and an epitope sequence, predict whether binding occurs between them. (1) The epitope is TVYDPLQPELDSFK. The TCR CDR3 sequence is CSVGETRSGANVLTF. Result: 0 (the TCR does not bind to the epitope). (2) The epitope is SEVGPEHSLAEY. The TCR CDR3 sequence is CASKPTGYSYNEQFF. Result: 1 (the TCR binds to the epitope). (3) The epitope is SGPLKAEIAQRLED. The TCR CDR3 sequence is CASSSRDRGRWEQYF. Result: 1 (the TCR binds to the epitope). (4) The epitope is FPPTSFGPL. The TCR CDR3 sequence is CASSLETSSYEQYF. Result: 0 (the TCR does not bind to the epitope). (5) The epitope is VLAWLYAAV. The TCR CDR3 sequence is CSVSWDEGYEQYF. Result: 0 (the TCR does not bind to the epitope). (6) The epitope is IIKDYGKQM. The TCR CDR3 sequence is CASSQPVPGVNSPLHF. Result: 0 (the TCR does not bind to the epitope). (7) The epitope is GLCTLVAML. The TCR CDR3 sequence is CSAIGTSGRAMTDTQYF. Result: 1 (the TCR binds to the epitope). (8) The epitope is NLVPMVATV. The TCR CDR3 sequence is CATGRGGMIGEQYF. Result: 1 (the TCR binds to the epitope).